This data is from Full USPTO retrosynthesis dataset with 1.9M reactions from patents (1976-2016). The task is: Predict the reactants needed to synthesize the given product. (1) Given the product [C:1]([N:5]1[C:10](=[O:12])[CH:9]=[CH:8][C:7]([C:14]([O:16][CH2:17][CH3:18])=[O:15])=[CH:6]1)([CH3:2])([CH3:3])[CH3:4], predict the reactants needed to synthesize it. The reactants are: [C:1]([NH:5]/[CH:6]=[C:7](\[C:14]([O:16][CH3:17])=[O:15])/[CH:8]=[CH:9]/[C:10]([O:12]C)=O)([CH3:4])([CH3:3])[CH3:2].[CH3:18][O-].[Na+]. (2) The reactants are: [Br:1][C:2]1[CH:3]=[C:4]2[C:9](=[CH:10][CH:11]=1)[CH:8]=[C:7]([C:12]([OH:14])=[O:13])[CH:6]=[CH:5]2.[CH2:15](O)[CH3:16].S(=O)(=O)(O)O. Given the product [Br:1][C:2]1[CH:3]=[C:4]2[C:9](=[CH:10][CH:11]=1)[CH:8]=[C:7]([C:12]([O:14][CH2:15][CH3:16])=[O:13])[CH:6]=[CH:5]2, predict the reactants needed to synthesize it. (3) Given the product [N:28]1[CH:29]=[CH:30][CH:31]=[CH:32][C:27]=1[NH:26][CH2:25][C:24]1[CH:33]=[CH:34][C:21]([NH:20][C:15]([C:10]2[C:9]([C:6]3[CH:7]=[CH:8][C:3]([C:2]([F:19])([F:18])[F:1])=[CH:4][CH:5]=3)=[CH:14][CH:13]=[CH:12][CH:11]=2)=[O:16])=[CH:22][CH:23]=1, predict the reactants needed to synthesize it. The reactants are: [F:1][C:2]([F:19])([F:18])[C:3]1[CH:8]=[CH:7][C:6]([C:9]2[C:10]([C:15](Cl)=[O:16])=[CH:11][CH:12]=[CH:13][CH:14]=2)=[CH:5][CH:4]=1.[NH2:20][C:21]1[CH:34]=[CH:33][C:24]([CH2:25][NH:26][C:27]2[CH:32]=[CH:31][CH:30]=[CH:29][N:28]=2)=[CH:23][CH:22]=1.C(N(CC)CC)C.C(OCC)(=O)C. (4) Given the product [CH2:1]([NH:4][C:5]1[N:10]=[C:9]([NH:11][CH2:12][CH2:13][CH3:14])[N:8]=[C:7]([N:22]([CH2:20][CH3:21])[O:23][CH:24]([CH3:26])[CH3:25])[N:6]=1)[CH2:2][CH3:3], predict the reactants needed to synthesize it. The reactants are: [CH2:1]([NH:4][C:5]1[N:10]=[C:9]([NH:11][CH2:12][CH2:13][CH3:14])[N:8]=[C:7](N(C)OC)[N:6]=1)[CH2:2][CH3:3].Cl.[CH2:20]([NH:22][O:23][CH:24]([CH3:26])[CH3:25])[CH3:21]. (5) Given the product [F:1][C:2]([F:7])([F:6])[C:3]([NH:8][CH2:9][C:10]1[CH:11]=[CH:12][CH:13]=[C:14]([C:16]2[S:17][C:18]3[CH:26]=[CH:25][CH:24]=[CH:23][C:19]=3[C:20](=[O:22])[N:21]=2)[N:15]=1)=[O:4], predict the reactants needed to synthesize it. The reactants are: [F:1][C:2]([F:7])([F:6])[C:3](O)=[O:4].[NH2:8][CH2:9][C:10]1[N:15]=[C:14]([C:16]2[S:17][C:18]3[CH:26]=[CH:25][CH:24]=[CH:23][C:19]=3[C:20](=[O:22])[N:21]=2)[CH:13]=[CH:12][CH:11]=1.CS(Cl)(=O)=O. (6) Given the product [C:37]([O:36][C:34]([N:31]1[CH2:32][CH2:33][C@@H:29]([NH:28][C:10]2[C:11]3[C:12](=[N:13][CH:14]=[CH:15][C:16]=3[O:17][C:18]3[CH:23]=[CH:22][C:21]([C:24]([OH:26])=[O:25])=[CH:20][CH:19]=3)[N:8]([CH2:7][C:6]3[CH:41]=[CH:42][C:3]([O:2][CH3:1])=[CH:4][CH:5]=3)[N:9]=2)[CH2:30]1)=[O:35])([CH3:40])([CH3:39])[CH3:38], predict the reactants needed to synthesize it. The reactants are: [CH3:1][O:2][C:3]1[CH:42]=[CH:41][C:6]([CH2:7][N:8]2[C:12]3=[N:13][CH:14]=[CH:15][C:16]([O:17][C:18]4[CH:23]=[CH:22][C:21]([C:24]([O:26]C)=[O:25])=[CH:20][CH:19]=4)=[C:11]3[C:10]([NH:28][C@@H:29]3[CH2:33][CH2:32][N:31]([C:34]([O:36][C:37]([CH3:40])([CH3:39])[CH3:38])=[O:35])[CH2:30]3)=[N:9]2)=[CH:5][CH:4]=1.[OH-].[Na+]. (7) The reactants are: [CH2:1]([OH:8])[C:2]1[CH:7]=[CH:6][CH:5]=[CH:4][CH:3]=1.C([Li])CCC.I[C:15]1[S:16][CH:17]=[CH:18][CH:19]=1.N1C=CC=CC=1. Given the product [CH2:1]([O:8][C:15]1[S:16][CH:17]=[CH:18][CH:19]=1)[C:2]1[CH:7]=[CH:6][CH:5]=[CH:4][CH:3]=1, predict the reactants needed to synthesize it.